The task is: Predict the product of the given reaction.. This data is from Forward reaction prediction with 1.9M reactions from USPTO patents (1976-2016). (1) Given the reactants [F:1][C:2]1[CH:7]=[CH:6][C:5]([C:8]2[N:9]=[C:10]3[C:15]([N+:16]([O-])=O)=[CH:14][CH:13]=[CH:12][N:11]3[C:19]=2[C:20](=[O:22])[CH3:21])=[CH:4][CH:3]=1.[Cl-].[NH4+], predict the reaction product. The product is: [NH2:16][C:15]1[C:10]2[N:11]([C:19]([C:20](=[O:22])[CH3:21])=[C:8]([C:5]3[CH:6]=[CH:7][C:2]([F:1])=[CH:3][CH:4]=3)[N:9]=2)[CH:12]=[CH:13][CH:14]=1. (2) The product is: [Br:19][CH2:20][CH2:21][CH2:22][CH2:23][N:6]([CH2:3][CH2:4][CH3:5])[S:7]([C:10]1[C:15]([CH3:16])=[CH:14][C:13]([CH3:17])=[CH:12][C:11]=1[CH3:18])(=[O:9])=[O:8]. Given the reactants [H-].[Na+].[CH2:3]([NH:6][S:7]([C:10]1[C:15]([CH3:16])=[CH:14][C:13]([CH3:17])=[CH:12][C:11]=1[CH3:18])(=[O:9])=[O:8])[CH2:4][CH3:5].[Br:19][CH2:20][CH2:21][CH2:22][CH2:23]Br, predict the reaction product. (3) Given the reactants C1(C)C=CC([S:7](Cl)(=[O:9])=[O:8])=CC=1.[OH:12][CH:13]1[CH2:18][CH2:17][NH:16][CH2:15][CH2:14]1.CC[N:21](C(C)C)C(C)C, predict the reaction product. The product is: [OH:12][CH:13]1[CH2:18][CH2:17][N:16]([S:7]([NH2:21])(=[O:9])=[O:8])[CH2:15][CH2:14]1.